From a dataset of Forward reaction prediction with 1.9M reactions from USPTO patents (1976-2016). Predict the product of the given reaction. (1) The product is: [C:41]([C:43]1[CH:48]=[CH:47][CH:46]=[CH:45][C:44]=1[S:49]([N:22]1[C:23]([C:24]2[C:25]([F:30])=[N:26][CH:27]=[CH:28][CH:29]=2)=[C:19]([F:18])[C:20]([CH2:31][N:32]([CH3:40])[C:33](=[O:39])[O:34][C:35]([CH3:36])([CH3:37])[CH3:38])=[CH:21]1)(=[O:51])=[O:50])#[N:42]. Given the reactants [H-].[Na+].C1OCCOCCOCCOCCOC1.[F:18][C:19]1[C:20]([CH2:31][N:32]([CH3:40])[C:33](=[O:39])[O:34][C:35]([CH3:38])([CH3:37])[CH3:36])=[CH:21][NH:22][C:23]=1[C:24]1[C:25]([F:30])=[N:26][CH:27]=[CH:28][CH:29]=1.[C:41]([C:43]1[CH:48]=[CH:47][CH:46]=[CH:45][C:44]=1[S:49](Cl)(=[O:51])=[O:50])#[N:42], predict the reaction product. (2) Given the reactants I[C:2]1[CH:7]=[CH:6][CH:5]=[CH:4][N:3]=1.[CH2:8]([C:12]1[N:16]([CH:17]([CH3:19])[CH3:18])[C:15]2[CH:20]=[CH:21][CH:22]=[CH:23][C:14]=2[N:13]=1)[CH2:9][C:10]#[CH:11], predict the reaction product. The product is: [CH:17]([N:16]1[C:15]2[CH:20]=[CH:21][CH:22]=[CH:23][C:14]=2[N:13]=[C:12]1[CH2:8][CH2:9][C:10]#[C:11][C:2]1[CH:7]=[CH:6][CH:5]=[CH:4][N:3]=1)([CH3:19])[CH3:18].[NH:13]1[C:14]2[CH:23]=[CH:22][CH:21]=[CH:20][C:15]=2[N:16]=[CH:12]1.